Dataset: Full USPTO retrosynthesis dataset with 1.9M reactions from patents (1976-2016). Task: Predict the reactants needed to synthesize the given product. (1) The reactants are: [C:1]([Si:5]([CH3:30])([CH3:29])[O:6][C@H:7]1[CH2:15][CH2:14][CH2:13][C@@:12]2([CH3:16])[C@H:8]1[CH2:9][CH2:10][C@@H:11]2[C@:17]([CH3:28])([CH2:25][C:26]#[CH:27])[CH2:18][CH2:19][CH2:20][C:21]([CH3:24])([OH:23])[CH3:22])([CH3:4])([CH3:3])[CH3:2].ClCCl. Given the product [C:1]([Si:5]([CH3:29])([CH3:30])[O:6][C@H:7]1[CH2:15][CH2:14][CH2:13][C@@:12]2([CH3:16])[C@H:8]1[CH2:9][CH2:10][C@@H:11]2[C@:17]([CH3:28])([CH2:25][C:26]#[CH:27])[CH2:18][CH2:19][CH2:20][C:21]([CH3:22])([O:23][Si:5]([CH3:30])([CH3:29])[CH3:1])[CH3:24])([CH3:4])([CH3:3])[CH3:2], predict the reactants needed to synthesize it. (2) Given the product [CH:1]([O:4][CH2:5][CH:6]1[C:27]2[C:22](=[CH:23][CH:24]=[CH:25][CH:26]=2)[O:21][C:8]2([CH2:13][CH2:12][N:11]([C:14]([O:16][C:17]([CH3:20])([CH3:19])[CH3:18])=[O:15])[CH2:10][CH2:9]2)[CH2:7]1)([CH3:3])[CH3:2], predict the reactants needed to synthesize it. The reactants are: [CH:1]([O:4][CH2:5][C:6]1[C:27]2[C:22](=[CH:23][CH:24]=[CH:25][CH:26]=2)[O:21][C:8]2([CH2:13][CH2:12][N:11]([C:14]([O:16][C:17]([CH3:20])([CH3:19])[CH3:18])=[O:15])[CH2:10][CH2:9]2)[CH:7]=1)([CH3:3])[CH3:2]. (3) Given the product [O:31]=[S:26]1(=[O:32])[CH2:30][CH2:29][CH2:28][N:27]1[C:2]1[CH:7]=[CH:6][C:5]([C:8]([N:10]2[CH2:15][CH2:14][N:13]([C:16]3[C:21]([CH3:22])=[CH:20][C:19]([CH2:23][CH3:24])=[CH:18][N:17]=3)[CH2:12][CH2:11]2)=[O:9])=[C:4]([F:25])[CH:3]=1, predict the reactants needed to synthesize it. The reactants are: Br[C:2]1[CH:7]=[CH:6][C:5]([C:8]([N:10]2[CH2:15][CH2:14][N:13]([C:16]3[C:21]([CH3:22])=[CH:20][C:19]([CH2:23][CH3:24])=[CH:18][N:17]=3)[CH2:12][CH2:11]2)=[O:9])=[C:4]([F:25])[CH:3]=1.[S:26]1(=[O:32])(=[O:31])[CH2:30][CH2:29][CH2:28][NH:27]1. (4) Given the product [CH3:36][CH:5]([CH:6]([C:17]1[C:25]2[C:20](=[C:21]([CH2:26][S:27][CH3:28])[CH:22]=[CH:23][CH:24]=2)[NH:19][CH:18]=1)[C:7]1[CH:12]=[CH:11][C:10]([C:13]([F:15])([F:14])[F:16])=[CH:9][CH:8]=1)[C:4]([O:3][CH2:1][CH3:2])=[O:37], predict the reactants needed to synthesize it. The reactants are: [CH2:1]([O:3][C:4](=[O:37])[CH:5]([CH3:36])[CH:6]([C:17]1[C:25]2[C:20](=[C:21]([CH2:26][S:27][CH3:28])[CH:22]=[CH:23][CH:24]=2)[N:19](C(OC(C)(C)C)=O)[CH:18]=1)[C:7]1[CH:12]=[CH:11][C:10]([C:13]([F:16])([F:15])[F:14])=[CH:9][CH:8]=1)[CH3:2].FC(F)(F)C(O)=O.O. (5) Given the product [ClH:3].[ClH:24].[Cl:24][C:25]1[CH:26]=[C:27]([CH:31]([CH:47]2[CH2:53][CH2:52][CH2:51][CH2:50][CH2:49][CH2:48]2)[CH2:32][N:34]2[CH2:35][CH2:36][NH:37][CH2:38][CH2:39]2)[CH:28]=[CH:29][CH:30]=1, predict the reactants needed to synthesize it. The reactants are: Cl.Cl.[Cl:3]C1C=C(C(C2CCCCC2)CN2CCNCC2)C=CC=1.[Cl:24][C:25]1[CH:26]=[C:27]([CH:31]([CH:47]2[CH2:53][CH2:52][CH2:51][CH2:50][CH2:49][CH2:48]2)[C:32]([N:34]2[CH2:39][CH2:38][N:37](C(OC(C)(C)C)=O)[CH2:36][CH2:35]2)=O)[CH:28]=[CH:29][CH:30]=1. (6) Given the product [Cl:1][CH2:2][C:3]([N:24]1[CH2:23][CH2:22][N:21]([CH2:20][CH2:19][O:18][C:17]2[CH:16]=[C:15]3[C:10]([C:11]([O:27][C:28]4[CH:29]=[C:30]5[C:34](=[CH:35][CH:36]=4)[NH:33][C:32]([CH3:37])=[CH:31]5)=[N:12][CH:13]=[N:14]3)=[CH:9][C:8]=2[O:7][CH3:6])[CH2:26][CH2:25]1)=[O:4], predict the reactants needed to synthesize it. The reactants are: [Cl:1][CH2:2][C:3](Cl)=[O:4].[CH3:6][O:7][C:8]1[CH:9]=[C:10]2[C:15](=[CH:16][C:17]=1[O:18][CH2:19][CH2:20][N:21]1[CH2:26][CH2:25][NH:24][CH2:23][CH2:22]1)[N:14]=[CH:13][N:12]=[C:11]2[O:27][C:28]1[CH:29]=[C:30]2[C:34](=[CH:35][CH:36]=1)[NH:33][C:32]([CH2:37]C)=[CH:31]2.CCN(C(C)C)C(C)C.CO. (7) Given the product [CH2:38]([O:5][C@@H:4]1[C@@H:6]([CH2:7][OH:8])[O:9][C@@H:1]([N:10]2[C:19]3[N:18]=[CH:17][N:16]=[C:14]([NH2:15])[C:13]=3[N:12]=[CH:11]2)[C@@H:2]1[OH:3])[CH:37]=[CH2:36], predict the reactants needed to synthesize it. The reactants are: [C@@H:1]1([N:10]2[C:19]3[N:18]=[CH:17][N:16]=[C:14]([NH2:15])[C:13]=3[N:12]=[CH:11]2)[O:9][C@H:6]([CH2:7][OH:8])[C@@H:4]([OH:5])[C@H:2]1[OH:3].O=P12OP3(OP(OP(O3)(O1)=O)(=O)O2)=O.[H-].[Na+].[CH2:36](Br)[CH:37]=[CH2:38]. (8) Given the product [CH3:33][S:30]([NH:29][CH:26]1[CH2:25][CH2:24][N:23]([C:2]2[C:7]([CH3:8])=[CH:6][CH:5]=[CH:4][C:3]=2[CH2:9][N:10]2[CH2:15][CH2:14][N:13]([C:16]([O:18][C:19]([CH3:22])([CH3:21])[CH3:20])=[O:17])[CH2:12][CH2:11]2)[CH2:28][CH2:27]1)(=[O:31])=[O:32], predict the reactants needed to synthesize it. The reactants are: Br[C:2]1[C:7]([CH3:8])=[CH:6][CH:5]=[CH:4][C:3]=1[CH2:9][N:10]1[CH2:15][CH2:14][N:13]([C:16]([O:18][C:19]([CH3:22])([CH3:21])[CH3:20])=[O:17])[CH2:12][CH2:11]1.[NH:23]1[CH2:28][CH2:27][CH:26]([NH:29][S:30]([CH3:33])(=[O:32])=[O:31])[CH2:25][CH2:24]1.C1(P(C2C=CC=CC=2)C2C=CC3C(=CC=CC=3)C=2C2C3C(=CC=CC=3)C=CC=2P(C2C=CC=CC=2)C2C=CC=CC=2)C=CC=CC=1.CC(C)([O-])C.[Na+].